This data is from Reaction yield outcomes from USPTO patents with 853,638 reactions. The task is: Predict the reaction yield, written as a fraction of the theoretical maximum amount of product (1.0 means a 100% yield; for example, 0.34 means a 34% yield). The reactants are Cl[C:2]1[N:7]=[C:6]([C:8]2[CH:9]=[C:10]([NH:14][C:15](=[O:18])[CH:16]=[CH2:17])[CH:11]=[CH:12][CH:13]=2)[C:5]([Cl:19])=[CH:4][N:3]=1.[F:20][C:21]1[CH:22]=[C:23]([CH:25]=[CH:26][C:27]=1[N:28]1[CH2:33][CH2:32][O:31][CH2:30][CH2:29]1)[NH2:24].C([O-])([O-])=O.[Cs+].[Cs+].CC(C1C=C(C(C)C)C(C2C=CC=CC=2P(C2CCCCC2)C2CCCCC2)=C(C(C)C)C=1)C. The catalyst is C1(C)C=CC=CC=1.C1C=CC(/C=C/C(/C=C/C2C=CC=CC=2)=O)=CC=1.C1C=CC(/C=C/C(/C=C/C2C=CC=CC=2)=O)=CC=1.C1C=CC(/C=C/C(/C=C/C2C=CC=CC=2)=O)=CC=1.[Pd].[Pd]. The product is [Cl:19][C:5]1[C:6]([C:8]2[CH:9]=[C:10]([NH:14][C:15](=[O:18])[CH:16]=[CH2:17])[CH:11]=[CH:12][CH:13]=2)=[N:7][C:2]([NH:24][C:23]2[CH:25]=[CH:26][C:27]([N:28]3[CH2:29][CH2:30][O:31][CH2:32][CH2:33]3)=[C:21]([F:20])[CH:22]=2)=[N:3][CH:4]=1. The yield is 0.327.